Dataset: Forward reaction prediction with 1.9M reactions from USPTO patents (1976-2016). Task: Predict the product of the given reaction. (1) The product is: [NH:1]1[C:7]2[CH:8]=[CH:9][CH:10]=[CH:11][C:6]=2[CH2:5][CH2:4][CH2:3][CH2:2]1. Given the reactants [NH:1]1[C:7]2[CH:8]=[CH:9][CH:10]=[CH:11][C:6]=2[CH2:5][CH2:4][CH2:3][C:2]1=O.[H-].[H-].[H-].[H-].[Li+].[Al+3].[C@H](O)(C([O-])=O)[C@@H](O)C([O-])=O.[Na+].[K+], predict the reaction product. (2) Given the reactants [NH2:1][C:2]1[S:6][N:5]=[C:4]([CH2:7][Cl:8])[N:3]=1.[F:9][C:10]1[CH:11]=[C:12]([CH:17]=[CH:18][CH:19]=1)[CH2:13][N:14]=[C:15]=[O:16].O, predict the reaction product. The product is: [F:9][C:10]1[CH:11]=[C:12]([CH:17]=[CH:18][CH:19]=1)[CH2:13][NH:14][C:15]([NH:1][C:2]1[S:6][N:5]=[C:4]([CH2:7][Cl:8])[N:3]=1)=[O:16].